Task: Predict the product of the given reaction.. Dataset: Forward reaction prediction with 1.9M reactions from USPTO patents (1976-2016) (1) Given the reactants [Cl:1][C:2]1[C:3]([CH3:9])=[C:4]([CH:6]=[CH:7][CH:8]=1)[NH2:5].C([O-])(=O)C.[K+].C(OC(=O)C)(=O)C.[N:22](OCCC(C)C)=O.[OH-].[Li+], predict the reaction product. The product is: [Cl:1][C:2]1[CH:8]=[CH:7][CH:6]=[C:4]2[C:3]=1[CH:9]=[N:22][NH:5]2. (2) The product is: [P:10]([CH2:19][N:1]([CH2:6][C:7]([OH:9])=[O:8])[CH2:2][C:3]([OH:5])=[O:4])([OH:13])([OH:12])=[O:11]. Given the reactants [NH:1]([CH2:6][C:7]([OH:9])=[O:8])[CH2:2][C:3]([OH:5])=[O:4].[P:10]([OH:13])([OH:12])[OH:11].P(=O)(O)(O)O.[CH2:19]=O, predict the reaction product. (3) Given the reactants C[O:2][C:3](=[O:27])[C@@H:4]([NH:14][CH:15]([C:20]1[CH:25]=[CH:24][C:23]([F:26])=[CH:22][CH:21]=1)[C:16]([F:19])([F:18])[F:17])[CH2:5][CH2:6][S:7][C:8]1[CH:13]=[CH:12][CH:11]=[CH:10][N:9]=1.[OH-].[Na+], predict the reaction product. The product is: [N:9]1[CH:10]=[CH:11][CH:12]=[CH:13][C:8]=1[S:7][CH2:6][CH2:5][C@H:4]([NH:14][CH:15]([C:20]1[CH:25]=[CH:24][C:23]([F:26])=[CH:22][CH:21]=1)[C:16]([F:19])([F:17])[F:18])[C:3]([OH:27])=[O:2].